From a dataset of Catalyst prediction with 721,799 reactions and 888 catalyst types from USPTO. Predict which catalyst facilitates the given reaction. (1) Reactant: [CH3:1][CH:2]([C:13]1[CH:18]=[CH:17][C:16]([CH2:19][O:20][CH2:21][CH2:22][O:23][CH2:24][CH2:25][O:26][CH2:27][CH2:28][O:29][CH2:30][CH2:31][O:32]C2CCCCO2)=[CH:15][CH:14]=1)[CH2:3][CH2:4][CH2:5][CH2:6][CH2:7][CH2:8][CH2:9][CH2:10][CH2:11][CH3:12].CC1C=CC(S(O)(=O)=O)=CC=1.O. Product: [CH3:1][CH:2]([C:13]1[CH:14]=[CH:15][C:16]([CH2:19][O:20][CH2:21][CH2:22][O:23][CH2:24][CH2:25][O:26][CH2:27][CH2:28][O:29][CH2:30][CH2:31][OH:32])=[CH:17][CH:18]=1)[CH2:3][CH2:4][CH2:5][CH2:6][CH2:7][CH2:8][CH2:9][CH2:10][CH2:11][CH3:12]. The catalyst class is: 5. (2) Reactant: [CH2:1]([O:3][C:4]([C:6]1[C:10]2[CH2:11][NH:12][CH2:13][CH2:14][C:9]=2[N:8]([C:15]2[CH:20]=[CH:19][CH:18]=[C:17]([Br:21])[CH:16]=2)[N:7]=1)=[O:5])[CH3:2].FC(F)(F)C(O)=O.[CH3:29][S:30](Cl)=[O:31].C(N(CC)CC)C. Product: [Br:21][C:17]1[CH:16]=[C:15]([N:8]2[C:9]3[CH2:14][CH2:13][N:12]([S:30]([CH3:29])=[O:31])[CH2:11][C:10]=3[C:6]([C:4]([O:3][CH2:1][CH3:2])=[O:5])=[N:7]2)[CH:20]=[CH:19][CH:18]=1. The catalyst class is: 4. (3) Reactant: [CH3:1][CH2:2][CH2:3][CH2:4][NH:5][C:6]1[CH:7]=[C:8]([C:23]([OH:25])=[O:24])[CH:9]=[C:10]([S:19]([NH2:22])(=[O:21])=[O:20])[C:11]=1[O:12][C:13]1[CH:14]=[CH:15][CH:16]=[CH:17][CH:18]=1.[C:26]([O:30][CH2:31]Cl)(=[O:29])[CH2:27][CH3:28].C(N(CC)CC)C.[I-].[Na+]. Product: [NH2:22][S:19]([C:10]1[CH:9]=[C:8]([CH:7]=[C:6]([NH:5][CH2:4][CH2:3][CH2:2][CH3:1])[C:11]=1[O:12][C:13]1[CH:18]=[CH:17][CH:16]=[CH:15][CH:14]=1)[C:23]([O:25][CH2:31][O:30][C:26]([CH2:27][CH3:28])=[O:29])=[O:24])(=[O:21])=[O:20]. The catalyst class is: 9. (4) Reactant: CN(C)CN(C)C.[Br:8][C:9]1[CH:10]=[C:11]2[C:16](=[CH:17][CH:18]=1)[O:15][C:14]([CH3:20])([CH3:19])[CH2:13][C:12]2=[O:21].[C:22](O)(=O)C.C(OC(=O)C)(=O)C. Product: [Br:8][C:9]1[CH:10]=[C:11]2[C:16](=[CH:17][CH:18]=1)[O:15][C:14]([CH3:19])([CH3:20])[C:13](=[CH2:22])[C:12]2=[O:21]. The catalyst class is: 7. (5) Reactant: Cl[C:2]1[C:3]([N+:9]([O-:11])=[O:10])=[C:4]([CH:6]=[CH:7][CH:8]=1)[NH2:5].[NH:12]1[CH2:17][CH2:16][CH2:15][CH2:14][CH2:13]1.C([O-])([O-])=O.[K+].[K+]. Product: [N+:9]([C:3]1[C:2]([N:12]2[CH2:17][CH2:16][CH2:15][CH2:14][CH2:13]2)=[CH:8][CH:7]=[CH:6][C:4]=1[NH2:5])([O-:11])=[O:10]. The catalyst class is: 39. (6) Reactant: CN(C)C=O.[N+:6]([C:9]1[CH:17]=[CH:16][C:12]([C:13]([OH:15])=O)=[CH:11][CH:10]=1)([O-:8])=[O:7].C(Cl)(=O)C(Cl)=O.[NH2:24][C:25]1[CH:30]=[CH:29][CH:28]=[CH:27][C:26]=1[S:31]([NH:34][C:35]1[CH:40]=[CH:39][C:38]([O:41][CH3:42])=[CH:37][CH:36]=1)(=[O:33])=[O:32]. Product: [CH3:42][O:41][C:38]1[CH:37]=[CH:36][C:35]([NH:34][S:31]([C:26]2[CH:27]=[CH:28][CH:29]=[CH:30][C:25]=2[NH:24][C:13](=[O:15])[C:12]2[CH:11]=[CH:10][C:9]([N+:6]([O-:8])=[O:7])=[CH:17][CH:16]=2)(=[O:33])=[O:32])=[CH:40][CH:39]=1. The catalyst class is: 4. (7) Reactant: [NH2:1][C:2]1[N:3]([CH3:24])[C:4](=[O:23])[C:5]2([N:22]=1)[C@H:18]1[C@@H:13]([CH2:14][CH:15]([O:19][CH3:20])[CH2:16][CH2:17]1)[O:12][C:11]1[C:6]2=[CH:7][C:8](Br)=[CH:9][CH:10]=1.[Cl:25][C:26]1[CH:27]=[C:28](B(O)O)[CH:29]=[C:30]([F:32])[CH:31]=1.C([O-])([O-])=O.[Na+].[Na+].O1CCOCC1. Product: [NH2:1][C:2]1[N:3]([CH3:24])[C:4](=[O:23])[C:5]2([N:22]=1)[C@H:18]1[C@@H:13]([CH2:14][CH:15]([O:19][CH3:20])[CH2:16][CH2:17]1)[O:12][C:11]1[C:6]2=[CH:7][C:8]([C:28]2[CH:29]=[C:30]([F:32])[CH:31]=[C:26]([Cl:25])[CH:27]=2)=[CH:9][CH:10]=1. The catalyst class is: 73. (8) Reactant: [ClH:1].O=[C:3]1[C:12]2[C:7](=[CH:8][C:9]([O:28][CH3:29])=[C:10]([O:13][C@H:14]3[CH2:19][CH2:18][C@H:17]([N:20]4[CH2:25][CH2:24][N:23]([CH3:26])[C:22](=[O:27])[CH2:21]4)[CH2:16][CH2:15]3)[CH:11]=2)[N:6]=[CH:5][NH:4]1. Product: [ClH:1].[Cl:1][C:3]1[C:12]2[C:7](=[CH:8][C:9]([O:28][CH3:29])=[C:10]([O:13][C@H:14]3[CH2:19][CH2:18][C@H:17]([N:20]4[CH2:25][CH2:24][N:23]([CH3:26])[C:22](=[O:27])[CH2:21]4)[CH2:16][CH2:15]3)[CH:11]=2)[N:6]=[CH:5][N:4]=1. The catalyst class is: 10.